Task: Predict which catalyst facilitates the given reaction.. Dataset: Catalyst prediction with 721,799 reactions and 888 catalyst types from USPTO Reactant: C[O:2][C:3]1[CH2:4][C:5]([S:12]([C:15]2([CH2:23][CH2:24][Cl:25])[CH:20]=[CH:19][CH:18]=[C:17]([O:21]C)[CH2:16]2)(=[O:14])=[O:13])([CH2:9][CH2:10][Cl:11])[CH:6]=[CH:7][CH:8]=1.B(Br)(Br)Br.[Na+].[Cl-]. Product: [OH:2][C:3]1[CH2:4][C:5]([S:12]([C:15]2([CH2:23][CH2:24][Cl:25])[CH:20]=[CH:19][CH:18]=[C:17]([OH:21])[CH2:16]2)(=[O:14])=[O:13])([CH2:9][CH2:10][Cl:11])[CH:6]=[CH:7][CH:8]=1. The catalyst class is: 2.